Dataset: Reaction yield outcomes from USPTO patents with 853,638 reactions. Task: Predict the reaction yield, written as a fraction of the theoretical maximum amount of product (1.0 means a 100% yield; for example, 0.34 means a 34% yield). (1) The reactants are [Cl:1][C:2]1[C:10]2[N:9]=[C:8]3[N:11]([C:15]4[C:16]([CH3:24])=[N:17][C:18](OC)=[N:19][C:20]=4[CH3:21])[CH2:12][CH2:13][CH2:14][N:7]3[C:6]=2[C:5]([CH:25]([O:30][CH:31]([F:33])[F:32])[C:26]([F:29])([F:28])[F:27])=[CH:4][CH:3]=1.P(Cl)(Cl)([Cl:36])=O. No catalyst specified. The product is [Cl:1][C:2]1[C:10]2[N:9]=[C:8]3[N:11]([C:15]4[C:16]([CH3:24])=[N:17][C:18]([Cl:36])=[N:19][C:20]=4[CH3:21])[CH2:12][CH2:13][CH2:14][N:7]3[C:6]=2[C:5]([CH:25]([O:30][CH:31]([F:32])[F:33])[C:26]([F:28])([F:29])[F:27])=[CH:4][CH:3]=1. The yield is 0.420. (2) The reactants are C[O:2][C:3]([C:5]1[N:6]=[N:7][C:8]([N:11]2[CH2:16][CH2:15][N:14]([C:17](=[O:28])[C:18]3[CH:23]=[CH:22][CH:21]=[CH:20][C:19]=3[C:24]([F:27])([F:26])[F:25])[CH2:13][CH2:12]2)=[CH:9][CH:10]=1)=O.[N:29]1[CH:34]=[CH:33][CH:32]=[CH:31][C:30]=1NC.[C-:37]#[N:38].[Na+]. No catalyst specified. The product is [N:29]1[CH:34]=[CH:33][CH:32]=[CH:31][C:30]=1[CH2:37][NH:38][C:3]([C:5]1[N:6]=[N:7][C:8]([N:11]2[CH2:16][CH2:15][N:14]([C:17](=[O:28])[C:18]3[CH:23]=[CH:22][CH:21]=[CH:20][C:19]=3[C:24]([F:25])([F:26])[F:27])[CH2:13][CH2:12]2)=[CH:9][CH:10]=1)=[O:2]. The yield is 0.480. (3) The reactants are [NH:1]1[C:5]2[CH:6]=[CH:7][CH:8]=[CH:9][C:4]=2[N:3]=[N:2]1.[CH3:10][Si:11]([CH3:26])([CH3:25])[C:12]#[C:13][CH2:14][CH2:15]N1C2C=CC=CC=2N=N1. No catalyst specified. The product is [CH3:10][Si:11]([CH3:26])([CH3:25])[C:12]#[C:13][CH2:14][CH2:15][N:2]1[N:3]=[C:4]2[CH:9]=[CH:8][CH:7]=[CH:6][C:5]2=[N:1]1. The yield is 0.670. (4) The reactants are P(Br)(Br)[Br:2].[CH2:5]([O:7][C:8]([C:10]1[CH:11]=[N:12][C:13]2[C:18]([C:19]=1O)=[CH:17][C:16]([O:21][CH3:22])=[CH:15][CH:14]=2)=[O:9])[CH3:6]. The catalyst is CN(C=O)C. The product is [CH2:5]([O:7][C:8]([C:10]1[CH:11]=[N:12][C:13]2[C:18]([C:19]=1[Br:2])=[CH:17][C:16]([O:21][CH3:22])=[CH:15][CH:14]=2)=[O:9])[CH3:6]. The yield is 0.780. (5) The reactants are Cl.[Cl:2][C:3]1[CH:4]=[C:5]2[C:9](=[CH:10][CH:11]=1)[NH:8][CH:7]=[C:6]2[CH2:12][CH2:13][NH2:14].[CH3:15][C:16]1[C:20]([C:21](Cl)=[O:22])=[C:19]([C:24]2[CH:29]=[CH:28][CH:27]=[CH:26][CH:25]=2)[O:18][N:17]=1.C(N(CC)CC)C.C(OCC)(=O)C. The catalyst is ClCCl. The product is [Cl:2][C:3]1[CH:4]=[C:5]2[C:9](=[CH:10][CH:11]=1)[NH:8][CH:7]=[C:6]2[CH2:12][CH2:13][NH:14][C:21]([C:20]1[C:16]([CH3:15])=[N:17][O:18][C:19]=1[C:24]1[CH:25]=[CH:26][CH:27]=[CH:28][CH:29]=1)=[O:22]. The yield is 0.840. (6) The reactants are [NH2:1][C:2]1[N:3]=[C:4]([CH3:21])[C:5]2[C:11](=S)[NH:10][C@@H:9]([C:13]3[CH:18]=[CH:17][C:16]([F:19])=[CH:15][C:14]=3[Br:20])[CH2:8][C:6]=2[N:7]=1.[NH2:22][O:23][C@H:24]1[CH2:28][N:27]([C:29]([O:31][C:32]([CH3:35])([CH3:34])[CH3:33])=[O:30])[C@H:26]([C:36]([O:38][CH3:39])=[O:37])[CH2:25]1. The catalyst is [Hg](OC(C)=O)OC(C)=O.C1(C)C=CC=CC=1. The product is [NH2:1][C:2]1[N:3]=[C:4]([CH3:21])[C:5]2=[C:6]([CH2:8][C@H:9]([C:13]3[CH:18]=[CH:17][C:16]([F:19])=[CH:15][C:14]=3[Br:20])[NH:10]/[C:11]/2=[N:22]\[O:23][C@H:24]2[CH2:28][N:27]([C:29]([O:31][C:32]([CH3:33])([CH3:34])[CH3:35])=[O:30])[C@H:26]([C:36]([O:38][CH3:39])=[O:37])[CH2:25]2)[N:7]=1. The yield is 5.70. (7) The catalyst is C(Cl)(Cl)Cl. The yield is 0.330. The product is [NH:22]1[CH:21]=[CH:20][N:19]=[C:18]1[C:16]1[S:17][C:5]2[C:6]([C:9]3[CH:10]=[CH:11][CH:12]=[CH:13][CH:14]=3)=[CH:7][CH:8]=[C:3]([O:2][CH3:1])[C:4]=2[N:15]=1. The reactants are [CH3:1][O:2][C:3]1[CH:8]=[CH:7][C:6]([C:9]2[CH:14]=[CH:13][CH:12]=[CH:11][CH:10]=2)=[CH:5][C:4]=1[NH:15][C:16]([C:18]1[NH:19][CH:20]=[CH:21][N:22]=1)=[S:17].BrBr. (8) The reactants are [F:1][C:2]1[C:7]([OH:8])=[CH:6][CH:5]=[C:4]([F:9])[C:3]=1[NH:10][C:11](=O)[C:12]1[CH:17]=[C:16]([C:18]2[CH:23]=[CH:22][CH:21]=[C:20]([F:24])[CH:19]=2)[CH:15]=[C:14]([CH3:25])[C:13]=1[O:26][CH3:27]. The catalyst is C1COCC1. The product is [F:1][C:2]1[C:3]([NH:10][CH2:11][C:12]2[CH:17]=[C:16]([C:18]3[CH:23]=[CH:22][CH:21]=[C:20]([F:24])[CH:19]=3)[CH:15]=[C:14]([CH3:25])[C:13]=2[O:26][CH3:27])=[C:4]([F:9])[CH:5]=[CH:6][C:7]=1[OH:8]. The yield is 0.330. (9) The reactants are FC(F)(F)S(O[C:7]1[CH:12]=[CH:11][C:10]([N:13]2[CH:18]=[C:17]([O:19][CH3:20])[C:16](=[O:21])[C:15]([C:22]3[N:26]([C:27]4[CH:32]=[CH:31][CH:30]=[CH:29][CH:28]=4)[N:25]=[CH:24][CH:23]=3)=[N:14]2)=[C:9]([F:33])[CH:8]=1)(=O)=O.[CH:36]1(B(O)O)[CH2:38][CH2:37]1.[O-]P([O-])([O-])=O.[K+].[K+].[K+].C1(P(C2CCCCC2)C2CCCCC2)CCCCC1. The catalyst is C1(C)C=CC=CC=1.O.C([O-])(O)=O.[Na+].CC([O-])=O.CC([O-])=O.[Pd+2]. The product is [CH:36]1([C:7]2[CH:12]=[CH:11][C:10]([N:13]3[CH:18]=[C:17]([O:19][CH3:20])[C:16](=[O:21])[C:15]([C:22]4[N:26]([C:27]5[CH:32]=[CH:31][CH:30]=[CH:29][CH:28]=5)[N:25]=[CH:24][CH:23]=4)=[N:14]3)=[C:9]([F:33])[CH:8]=2)[CH2:38][CH2:37]1. The yield is 0.640. (10) The catalyst is C1(C)C=CC=CC=1. The reactants are [CH3:1][O:2][C:3]1[CH:11]=[CH:10][C:6]([C:7](O)=O)=[CH:5][CH:4]=1.[CH2:12]([SH:19])[C:13]1[CH:18]=[CH:17][CH:16]=[CH:15][CH:14]=1.P12(SP3(SP(SP(S3)(S1)=S)(=S)S2)=S)=[S:21]. The yield is 0.690. The product is [CH2:12]([S:19][C:7](=[S:21])[C:6]1[CH:10]=[CH:11][C:3]([O:2][CH3:1])=[CH:4][CH:5]=1)[C:13]1[CH:18]=[CH:17][CH:16]=[CH:15][CH:14]=1.